From a dataset of Catalyst prediction with 721,799 reactions and 888 catalyst types from USPTO. Predict which catalyst facilitates the given reaction. (1) Reactant: [CH3:1][O:2][C:3](=[O:23])[CH2:4][N:5]1[C:9]([C:10]2[CH:15]=[CH:14][CH:13]=[CH:12][CH:11]=2)=[CH:8][CH:7]=[C:6]1[C:16]1[CH:21]=[CH:20][CH:19]=[C:18]([NH2:22])[CH:17]=1.[CH3:24][C:25]1[O:29][N:28]=[C:27]([C:30](Cl)=[O:31])[CH:26]=1.C(N(CC)CC)C. Product: [CH3:1][O:2][C:3](=[O:23])[CH2:4][N:5]1[C:9]([C:10]2[CH:15]=[CH:14][CH:13]=[CH:12][CH:11]=2)=[CH:8][CH:7]=[C:6]1[C:16]1[CH:21]=[CH:20][CH:19]=[C:18]([NH:22][C:30]([C:27]2[CH:26]=[C:25]([CH3:24])[O:29][N:28]=2)=[O:31])[CH:17]=1. The catalyst class is: 2. (2) Reactant: [CH2:1]([O:3][P:4]([O-:8])[O:5][CH2:6][CH3:7])[CH3:2].[H-].[Na+].C([C:13]1[C:22]2[C:17](=[CH:18][C:19]([CH2:23]Br)=[CH:20][CH:21]=2)[C:16](CC)=[C:15]([C:27](P(=O)([O-])[O-])([F:29])[F:28])[C:14]=1[Br:34])C. Product: [Br:34][C:14]1[CH:13]=[C:22]2[C:17](=[CH:16][C:15]=1[C:27]([P:4]([O:5][CH2:6][CH3:7])([O:3][CH2:1][CH3:2])=[O:8])([F:28])[F:29])[CH:18]=[C:19]([CH2:23][P:4](=[O:8])([O:5][CH2:6][CH3:7])[O:3][CH2:1][CH3:2])[CH:20]=[CH:21]2. The catalyst class is: 11.